The task is: Predict the reaction yield, written as a fraction of the theoretical maximum amount of product (1.0 means a 100% yield; for example, 0.34 means a 34% yield).. This data is from Reaction yield outcomes from USPTO patents with 853,638 reactions. (1) The reactants are [CH3:1][O:2][CH2:3][C:4]1[CH:5]=[C:6]([CH:11]=[C:12](I)[CH:13]=1)[C:7]([O:9][CH3:10])=[O:8].[CH3:15][N:16](C)C=O. The catalyst is C(OCC)(=O)C.[C-]#N.[Zn+2].[C-]#N.C1C=CC([P]([Pd]([P](C2C=CC=CC=2)(C2C=CC=CC=2)C2C=CC=CC=2)([P](C2C=CC=CC=2)(C2C=CC=CC=2)C2C=CC=CC=2)[P](C2C=CC=CC=2)(C2C=CC=CC=2)C2C=CC=CC=2)(C2C=CC=CC=2)C2C=CC=CC=2)=CC=1. The product is [C:15]([C:12]1[CH:11]=[C:6]([CH:5]=[C:4]([CH2:3][O:2][CH3:1])[CH:13]=1)[C:7]([O:9][CH3:10])=[O:8])#[N:16]. The yield is 0.860. (2) The reactants are Cl[C:2]1[N:7]=[C:6]([CH3:8])[N:5]=[C:4]([NH2:9])[CH:3]=1.[CH2:10]([CH2:12][NH2:13])[OH:11].CO. The catalyst is C(OCC)(=O)C. The product is [NH2:9][C:4]1[N:5]=[C:6]([CH3:8])[N:7]=[C:2]([NH:13][CH2:12][CH2:10][OH:11])[CH:3]=1. The yield is 0.400. (3) The yield is 0.590. The reactants are Cl[CH2:2][C:3]([N:5]([C:9]1[N:13]([CH2:14][CH3:15])[N:12]=[CH:11][CH:10]=1)[CH:6]([CH3:8])[CH3:7])=[O:4].[OH:16][C:17]1[CH:24]=[CH:23][CH:22]=[C:21]([O:25][CH2:26][O:27][CH3:28])[C:18]=1[CH:19]=[O:20].C(=O)([O-])[O-].[K+].[K+]. The product is [CH2:14]([N:13]1[C:9]([N:5]([CH:6]([CH3:8])[CH3:7])[C:3](=[O:4])[CH2:2][O:16][C:17]2[CH:24]=[CH:23][CH:22]=[C:21]([O:25][CH2:26][O:27][CH3:28])[C:18]=2[CH:19]=[O:20])=[CH:10][CH:11]=[N:12]1)[CH3:15]. The catalyst is CN(C=O)C.